From a dataset of NCI-60 drug combinations with 297,098 pairs across 59 cell lines. Regression. Given two drug SMILES strings and cell line genomic features, predict the synergy score measuring deviation from expected non-interaction effect. Drug 1: CC1=C2C(C(=O)C3(C(CC4C(C3C(C(C2(C)C)(CC1OC(=O)C(C(C5=CC=CC=C5)NC(=O)OC(C)(C)C)O)O)OC(=O)C6=CC=CC=C6)(CO4)OC(=O)C)OC)C)OC. Drug 2: CC12CCC3C(C1CCC2O)C(CC4=C3C=CC(=C4)O)CCCCCCCCCS(=O)CCCC(C(F)(F)F)(F)F. Cell line: UACC62. Synergy scores: CSS=44.6, Synergy_ZIP=4.59, Synergy_Bliss=7.99, Synergy_Loewe=-1.48, Synergy_HSA=9.53.